From a dataset of Full USPTO retrosynthesis dataset with 1.9M reactions from patents (1976-2016). Predict the reactants needed to synthesize the given product. The reactants are: C(=O)(O)[O-].[Na+].[Br:6][CH2:7][C:8](Br)=[O:9].[C:11]([O:15][C:16](=[O:37])[NH:17][C:18]([CH3:36])([CH3:35])[CH2:19][NH:20][C:21]1[CH:26]=[CH:25][CH:24]=[CH:23][C:22]=1[O:27][CH2:28][C:29]1[CH:34]=[CH:33][CH:32]=[CH:31][CH:30]=1)([CH3:14])([CH3:13])[CH3:12].C(OCC)(=O)C. Given the product [C:11]([O:15][C:16](=[O:37])[NH:17][C:18]([CH3:36])([CH3:35])[CH2:19][N:20]([C:21]1[CH:26]=[CH:25][CH:24]=[CH:23][C:22]=1[O:27][CH2:28][C:29]1[CH:30]=[CH:31][CH:32]=[CH:33][CH:34]=1)[C:8](=[O:9])[CH2:7][Br:6])([CH3:14])([CH3:12])[CH3:13], predict the reactants needed to synthesize it.